From a dataset of TCR-epitope binding with 47,182 pairs between 192 epitopes and 23,139 TCRs. Binary Classification. Given a T-cell receptor sequence (or CDR3 region) and an epitope sequence, predict whether binding occurs between them. (1) The epitope is NLNESLIDL. The TCR CDR3 sequence is CASSLAVTLNTEAFF. Result: 0 (the TCR does not bind to the epitope). (2) The epitope is IQYIDIGNY. The TCR CDR3 sequence is CASSQEWSGLEQYF. Result: 0 (the TCR does not bind to the epitope). (3) The epitope is IVDTVSALV. Result: 1 (the TCR binds to the epitope). The TCR CDR3 sequence is CATSRAGAIETQYF. (4) The epitope is NYSGVVTTVMF. The TCR CDR3 sequence is CASSHAGGVGELFF. Result: 1 (the TCR binds to the epitope). (5) The epitope is GTSGSPIINR. The TCR CDR3 sequence is CASSDGIQYF. Result: 1 (the TCR binds to the epitope). (6) The epitope is FADDLNQLTGY. The TCR CDR3 sequence is CASSQESRVGYEQYF. Result: 1 (the TCR binds to the epitope). (7) The epitope is TSDLATNNLVVMAY. The TCR CDR3 sequence is CASHRTYTDTQYF. Result: 0 (the TCR does not bind to the epitope). (8) The epitope is WICLLQFAY. The TCR CDR3 sequence is CASSLDTSYEQYF. Result: 1 (the TCR binds to the epitope).